The task is: Predict the product of the given reaction.. This data is from Forward reaction prediction with 1.9M reactions from USPTO patents (1976-2016). (1) Given the reactants C(=O)(O)[O-].[Na+].Cl.[NH2:7][CH2:8][CH2:9][SH:10].[C:11]([O:15][C:16](=[O:22])[NH:17][CH2:18][C:19](F)=[O:20])([CH3:14])([CH3:13])[CH3:12], predict the reaction product. The product is: [C:11]([O:15][C:16](=[O:22])[NH:17][CH2:18][C:19](=[O:20])[NH:7][CH2:8][CH2:9][SH:10])([CH3:14])([CH3:12])[CH3:13]. (2) Given the reactants [F:1][C:2]1([F:18])[CH2:7][O:6][C:5]([NH2:8])=[N:4][C@@:3]21[C:16]1[C:11](=[CH:12][CH:13]=[C:14]([NH2:17])[CH:15]=1)[CH2:10][CH2:9]2.[C:19]([C:21]1[CH:22]=[CH:23][C:24]([C:27](O)=[O:28])=[N:25][CH:26]=1)#[N:20], predict the reaction product. The product is: [NH2:8][C:5]1[O:6][CH2:7][C:2]([F:1])([F:18])[C@@:3]2([C:16]3[C:11](=[CH:12][CH:13]=[C:14]([NH:17][C:27](=[O:28])[C:24]4[CH:23]=[CH:22][C:21]([C:19]#[N:20])=[CH:26][N:25]=4)[CH:15]=3)[CH2:10][CH2:9]2)[N:4]=1. (3) The product is: [CH3:58][O:59][C:60]1[CH:68]=[CH:67][CH:66]=[C:65]2[C:61]=1[CH2:62][CH2:63][CH:64]2[N:13]1[C:14](=[O:22])[C:15]([C:17]([O:19][CH2:20][CH3:21])=[O:18])=[CH:16][N:11]([C:9]2[CH:8]=[CH:7][C:6]3[N:2]([CH3:1])[C:3](=[O:24])[S:4][C:5]=3[CH:10]=2)[C:12]1=[O:23]. Given the reactants [CH3:1][N:2]1[C:6]2[CH:7]=[CH:8][C:9]([N:11]3[CH:16]=[C:15]([C:17]([O:19][CH2:20][CH3:21])=[O:18])[C:14](=[O:22])[NH:13][C:12]3=[O:23])=[CH:10][C:5]=2[S:4][C:3]1=[O:24].C1(P(C2C=CC=CC=2)C2C=CC=CC=2)C=CC=CC=1.N(C(OC(C)C)=O)=NC(OC(C)C)=O.[CH3:58][O:59][C:60]1[CH:68]=[CH:67][CH:66]=[C:65]2[C:61]=1[CH2:62][CH2:63][CH:64]2O.Cl, predict the reaction product. (4) Given the reactants [CH:1]1([CH2:4][O:5][C:6]2[N:11]=[C:10]([C:12]([OH:14])=O)[CH:9]=[CH:8][C:7]=2[N:15]2[CH2:18][C:17]([F:20])([F:19])[CH2:16]2)[CH2:3][CH2:2]1.[NH2:21][C:22]([CH3:28])([CH3:27])[C:23]([NH:25][CH3:26])=[O:24], predict the reaction product. The product is: [CH3:27][C:22]([NH:21][C:12]([C:10]1[CH:9]=[CH:8][C:7]([N:15]2[CH2:18][C:17]([F:20])([F:19])[CH2:16]2)=[C:6]([O:5][CH2:4][CH:1]2[CH2:2][CH2:3]2)[N:11]=1)=[O:14])([C:23](=[O:24])[NH:25][CH3:26])[CH3:28].